From a dataset of Forward reaction prediction with 1.9M reactions from USPTO patents (1976-2016). Predict the product of the given reaction. (1) Given the reactants [OH:1][C:2]([CH3:35])([CH3:34])[CH2:3][C@@:4]1([C:28]2[CH:33]=[CH:32][CH:31]=[CH:30][CH:29]=2)[O:9][C:8](=[O:10])[N:7]([C@H:11]([C:13]2[CH:18]=[CH:17][C:16](B3OC(C)(C)C(C)(C)O3)=[CH:15][CH:14]=2)[CH3:12])[CH2:6][CH2:5]1.Br[C:37]1[CH:38]=[CH:39][C:40]([CH:43]2[CH2:47][CH2:46][N:45]([CH3:48])[C:44]2=[O:49])=[N:41][CH:42]=1, predict the reaction product. The product is: [OH:1][C:2]([CH3:35])([CH3:34])[CH2:3][C@@:4]1([C:28]2[CH:29]=[CH:30][CH:31]=[CH:32][CH:33]=2)[O:9][C:8](=[O:10])[N:7]([C@H:11]([C:13]2[CH:14]=[CH:15][C:16]([C:37]3[CH:42]=[N:41][C:40]([CH:43]4[CH2:47][CH2:46][N:45]([CH3:48])[C:44]4=[O:49])=[CH:39][CH:38]=3)=[CH:17][CH:18]=2)[CH3:12])[CH2:6][CH2:5]1. (2) Given the reactants Cl.Cl[C:3]1[CH:8]=[C:7]([Cl:9])[CH:6]=[CH:5][N:4]=1.[C:10]([C:12]1[CH:17]=[CH:16][CH:15]=[CH:14][C:13]=1B(O)O)#[N:11].C(=O)([O-])[O-].[K+].[K+].C(OCC)C, predict the reaction product. The product is: [Cl:9][C:7]1[CH:6]=[CH:5][N:4]=[C:3]([C:13]2[CH:14]=[CH:15][CH:16]=[CH:17][C:12]=2[C:10]#[N:11])[CH:8]=1. (3) Given the reactants [CH2:1]([C:3]1[CH:4]=[C:5]([CH:44]=[CH:45][C:46]=1[CH2:47][CH3:48])[CH2:6][C@@H:7]([NH:23][C:24]([N:26]1[CH2:31][CH2:30][CH:29]([N:32]2[CH2:38][CH2:37][C:36]3[CH:39]=[CH:40][CH:41]=[CH:42][C:35]=3[NH:34][C:33]2=[O:43])[CH2:28][CH2:27]1)=[O:25])[C:8]([N:10]1[CH2:15][CH2:14][N:13]([CH:16]2[CH2:21][CH2:20][N:19]([CH3:22])[CH2:18][CH2:17]2)[CH2:12][CH2:11]1)=[O:9])[CH3:2].[C:49]1([S:55]([OH:58])(=[O:57])=[O:56])[CH:54]=[CH:53][CH:52]=[CH:51][CH:50]=1, predict the reaction product. The product is: [CH2:1]([C:3]1[CH:4]=[C:5]([CH:44]=[CH:45][C:46]=1[CH2:47][CH3:48])[CH2:6][C@@H:7]([NH:23][C:24]([N:26]1[CH2:31][CH2:30][CH:29]([N:32]2[CH2:38][CH2:37][C:36]3[CH:39]=[CH:40][CH:41]=[CH:42][C:35]=3[NH:34][C:33]2=[O:43])[CH2:28][CH2:27]1)=[O:25])[C:8]([N:10]1[CH2:11][CH2:12][N:13]([CH:16]2[CH2:17][CH2:18][N:19]([CH3:22])[CH2:20][CH2:21]2)[CH2:14][CH2:15]1)=[O:9])[CH3:2].[C:49]1([S:55]([O-:58])(=[O:57])=[O:56])[CH:54]=[CH:53][CH:52]=[CH:51][CH:50]=1. (4) The product is: [ClH:2].[Cl:16][C:10]1[CH:11]=[CH:12][C:13]([Cl:15])=[CH:14][C:9]=1[C:7]1[N:6]=[C:5]2[CH2:17][CH2:18][CH2:19][C:4]2=[C:3]([NH:20][C:21]2[CH:22]=[CH:23][C:24]([CH2:27][C:28]([NH2:30])=[O:29])=[CH:25][CH:26]=2)[CH:8]=1. Given the reactants Cl.[Cl:2][C:3]1[CH:8]=[C:7]([C:9]2[CH:14]=[C:13]([Cl:15])[CH:12]=[CH:11][C:10]=2[Cl:16])[N:6]=[C:5]2[CH2:17][CH2:18][CH2:19][C:4]=12.[NH2:20][C:21]1[CH:26]=[CH:25][C:24]([CH2:27][C:28]([NH2:30])=[O:29])=[CH:23][CH:22]=1, predict the reaction product. (5) Given the reactants Cl[CH2:2][C:3]1[CH:8]=[CH:7][C:6]([C@@H:9]([NH:11][C:12]2[N:17]=[C:16]([N:18]3[C@@H:22]([CH:23]([CH3:25])[CH3:24])[CH2:21][O:20][C:19]3=[O:26])[CH:15]=[CH:14][N:13]=2)[CH3:10])=[CH:5][CH:4]=1.[N:27]1[CH:28]=[CH:29][N:30]2[CH2:35][CH2:34][NH:33][CH2:32][C:31]=12, predict the reaction product. The product is: [N:27]1[CH:28]=[CH:29][N:30]2[CH2:35][CH2:34][N:33]([CH2:2][C:3]3[CH:8]=[CH:7][C:6]([C@@H:9]([NH:11][C:12]4[N:17]=[C:16]([N:18]5[C@@H:22]([CH:23]([CH3:25])[CH3:24])[CH2:21][O:20][C:19]5=[O:26])[CH:15]=[CH:14][N:13]=4)[CH3:10])=[CH:5][CH:4]=3)[CH2:32][C:31]=12. (6) Given the reactants [C:1]1([Mg]Cl)[CH:6]=[CH:5][CH:4]=[CH:3][CH:2]=1.[C:9]1([CH3:18])[CH:14]=[CH:13][CH:12]=[CH:11][C:10]=1[CH2:15][C:16]#[N:17].[BH4-].[Na+].[OH-].[Na+], predict the reaction product. The product is: [C:1]1([CH:16]([NH2:17])[CH2:15][C:10]2[CH:11]=[CH:12][CH:13]=[CH:14][C:9]=2[CH3:18])[CH:6]=[CH:5][CH:4]=[CH:3][CH:2]=1. (7) Given the reactants Br[CH2:2][C:3]1[CH:8]=[CH:7][C:6]([CH2:9][CH2:10][N:11]2[CH:16]=[CH:15][C:14]([CH2:17][CH2:18][C:19]3[CH:24]=[CH:23][CH:22]=[CH:21][CH:20]=3)=[CH:13][C:12]2=[O:25])=[CH:5][CH:4]=1.[NH:26]1[CH2:30][CH2:29][CH2:28][CH2:27]1, predict the reaction product. The product is: [CH2:17]([C:14]1[CH:15]=[CH:16][N:11]([CH2:10][CH2:9][C:6]2[CH:7]=[CH:8][C:3]([CH2:2][N:26]3[CH2:30][CH2:29][CH2:28][CH2:27]3)=[CH:4][CH:5]=2)[C:12](=[O:25])[CH:13]=1)[CH2:18][C:19]1[CH:24]=[CH:23][CH:22]=[CH:21][CH:20]=1. (8) Given the reactants S(Cl)(Cl)=O.[CH3:5][C:6]1[C:14]([N+:15]([O-:17])=[O:16])=[CH:13][C:9]([C:10]([OH:12])=[O:11])=[CH:8][C:7]=1[N+:18]([O-:20])=[O:19].[CH3:21]O, predict the reaction product. The product is: [CH3:5][C:6]1[C:14]([N+:15]([O-:17])=[O:16])=[CH:13][C:9]([C:10]([O:12][CH3:21])=[O:11])=[CH:8][C:7]=1[N+:18]([O-:20])=[O:19].